This data is from Reaction yield outcomes from USPTO patents with 853,638 reactions. The task is: Predict the reaction yield, written as a fraction of the theoretical maximum amount of product (1.0 means a 100% yield; for example, 0.34 means a 34% yield). The reactants are [N:1]([C:4]1[CH:9]=[CH:8][CH:7]=[C:6]([S:10][C:11]([F:14])([F:13])[F:12])[CH:5]=1)=[C:2]=[O:3].[C:15]([N:19]1[CH2:24][CH2:23][N:22](C(OC(C)(C)C)=O)[C@@H:21]([C:32]([N:34]2[CH2:39][CH2:38][NH:37][CH2:36][CH2:35]2)=[O:33])[CH2:20]1)([CH3:18])([CH3:17])[CH3:16]. The catalyst is C1COCC1. The product is [NH3:1].[CH3:2][OH:3].[C:15]([N:19]1[CH2:24][CH2:23][NH:22][C@@H:21]([C:32]([N:34]2[CH2:39][CH2:38][N:37]([C:2]([NH:1][C:4]3[CH:9]=[CH:8][CH:7]=[C:6]([S:10][C:11]([F:14])([F:12])[F:13])[CH:5]=3)=[O:3])[CH2:36][CH2:35]2)=[O:33])[CH2:20]1)([CH3:18])([CH3:16])[CH3:17]. The yield is 0.100.